From a dataset of Forward reaction prediction with 1.9M reactions from USPTO patents (1976-2016). Predict the product of the given reaction. (1) The product is: [F:25][C:24]1[CH:23]=[C:22]([F:26])[CH:21]=[CH:20][C:19]=1[C:18]1[CH:13]=[CH:14][C:15]([OH:30])=[C:16]([C:27]([O:29][C:31]([CH3:34])([CH3:33])[CH3:32])=[O:28])[CH:17]=1. Given the reactants C1N=CN(C(N2C=NC=C2)=O)C=1.[CH:13]1[C:18]([C:19]2[CH:20]=[CH:21][C:22]([F:26])=[CH:23][C:24]=2[F:25])=[CH:17][C:16]([C:27]([OH:29])=[O:28])=[C:15]([OH:30])[CH:14]=1.[C:31](O)([CH3:34])([CH3:33])[CH3:32].C1CCN2C(=NCCC2)CC1.C([O-])(O)=O.[Na+], predict the reaction product. (2) Given the reactants FC(F)(F)S([O-])(=O)=O.[CH3:9][N+:10]1[C:23]2[C:18](=[CH:19][CH:20]=[CH:21][CH:22]=2)[C:17]([C:24]([O:26][C:27]2[CH:32]=[CH:31][C:30]([O:33][Si](C(C)(C)C)(C)C)=[CH:29][CH:28]=2)=[O:25])=[C:16]2[C:11]=1[CH:12]=[CH:13][CH:14]=[CH:15]2.[NH4+].[Cl-], predict the reaction product. The product is: [CH3:9][N:10]1[C:11]2[C:16](=[CH:15][CH:14]=[CH:13][CH:12]=2)[CH:17]([C:24]([O:26][C:27]2[CH:32]=[CH:31][C:30]([OH:33])=[CH:29][CH:28]=2)=[O:25])[C:18]2[CH:19]=[CH:20][CH:21]=[CH:22][C:23]1=2. (3) Given the reactants [CH2:1]([O:8][C:9]([NH:11][C@H:12]([C:27]([OH:29])=[O:28])[CH2:13][C:14]1[CH:19]=[CH:18][C:17]([C:20]([O:22][C:23]([CH3:26])([CH3:25])[CH3:24])=[O:21])=[CH:16][CH:15]=1)=[O:10])[C:2]1[CH:7]=[CH:6][CH:5]=[CH:4][CH:3]=1.C(OC(O[C:33]([CH3:36])([CH3:35])[CH3:34])=O)(O[C:33]([CH3:36])([CH3:35])[CH3:34])=O.O, predict the reaction product. The product is: [CH2:1]([O:8][C:9]([NH:11][C@H:12]([C:27]([O:29][C:33]([CH3:36])([CH3:35])[CH3:34])=[O:28])[CH2:13][C:14]1[CH:15]=[CH:16][C:17]([C:20]([O:22][C:23]([CH3:25])([CH3:24])[CH3:26])=[O:21])=[CH:18][CH:19]=1)=[O:10])[C:2]1[CH:3]=[CH:4][CH:5]=[CH:6][CH:7]=1. (4) Given the reactants Cl.C([NH:6][C:7](=O)[C:8]1[CH:13]=[CH:12][C:11]([CH:14]2[CH2:19][CH2:18][CH2:17][N:16]3[CH:20]=[N:21][CH:22]=[C:15]23)=[CH:10][CH:9]=1)(C)(C)C.S(Cl)(Cl)=O, predict the reaction product. The product is: [CH:22]1[N:21]=[CH:20][N:16]2[CH2:17][CH2:18][CH2:19][CH:14]([C:11]3[CH:10]=[CH:9][C:8]([C:7]#[N:6])=[CH:13][CH:12]=3)[C:15]=12. (5) Given the reactants [Cl-].[Cl-].[CH3:3][C:4]1[C:8]([Zr+2:10][C:11]2([CH3:20])[C:15]([CH3:16])=[C:14]([CH3:17])[C:13]([CH3:18])=[C:12]2[CH3:19])([CH3:9])[C:7]([CH3:21])=[C:6]([CH3:22])[C:5]=1[CH3:23].[C:24]([OH:30])(=[O:29])[C:25]([CH3:28])([CH3:27])[CH3:26].C(N(CC)CC)C, predict the reaction product. The product is: [C:24]([O-:30])(=[O:29])[C:25]([CH3:28])([CH3:27])[CH3:26].[C:24]([O-:30])(=[O:29])[C:25]([CH3:28])([CH3:27])[CH3:26].[CH3:16][C:15]1[C:11]([Zr+2:10][C:8]2([CH3:9])[C:7]([CH3:21])=[C:6]([CH3:22])[C:5]([CH3:23])=[C:4]2[CH3:3])([CH3:20])[C:12]([CH3:19])=[C:13]([CH3:18])[C:14]=1[CH3:17]. (6) Given the reactants [C:1]([O:5][NH:6][C:7]1[CH:12]=[CH:11][CH:10]=[CH:9][C:8]=1[NH:13][C:14](=[O:31])[C:15]1[CH:20]=[CH:19][C:18]([C:21]2[N:26]=[C:25](S(C)(=O)=O)[N:24]=[CH:23][CH:22]=2)=[CH:17][CH:16]=1)([CH3:4])([CH3:3])[CH3:2].NCCC[N:36]1[CH2:41][CH2:40][O:39][CH2:38][CH2:37]1, predict the reaction product. The product is: [C:1]([O:5][NH:6][C:7]1[CH:12]=[CH:11][CH:10]=[CH:9][C:8]=1[NH:13][C:14](=[O:31])[C:15]1[CH:20]=[CH:19][C:18]([C:21]2[N:26]=[C:25]([CH2:9][CH2:8][CH2:7][NH:6][N:36]3[CH2:37][CH2:38][O:39][CH2:40][CH2:41]3)[N:24]=[CH:23][CH:22]=2)=[CH:17][CH:16]=1)([CH3:4])([CH3:3])[CH3:2].